Dataset: Forward reaction prediction with 1.9M reactions from USPTO patents (1976-2016). Task: Predict the product of the given reaction. The product is: [CH2:1]([O:3][C:4](=[O:24])[C:5]1[CH:10]=[CH:9][CH:8]=[C:7]([S:11][C:12]2[C:20]3[C:15](=[CH:16][C:17]([Cl:21])=[CH:18][CH:19]=3)[N:14]([C:26]3[CH:27]=[N:28][N:29]([CH3:31])[CH:30]=3)[C:13]=2[CH3:22])[C:6]=1[CH3:23])[CH3:2]. Given the reactants [CH2:1]([O:3][C:4](=[O:24])[C:5]1[CH:10]=[CH:9][CH:8]=[C:7]([S:11][C:12]2[C:20]3[C:15](=[CH:16][C:17]([Cl:21])=[CH:18][CH:19]=3)[NH:14][C:13]=2[CH3:22])[C:6]=1[CH3:23])[CH3:2].Br[C:26]1[CH:27]=[N:28][N:29]([CH3:31])[CH:30]=1, predict the reaction product.